The task is: Predict the reactants needed to synthesize the given product.. This data is from Full USPTO retrosynthesis dataset with 1.9M reactions from patents (1976-2016). (1) Given the product [CH2:1]([O:3][C:4]([N:6]1[CH2:7][CH2:8][N:9]([C:12](=[O:38])[C@@H:13]([NH:17][C:18]([C:20]2[CH:25]=[C:24]([O:26][CH:27]3[CH2:28][CH2:29][CH2:30][CH2:31]3)[N:23]=[C:22]([C:32]3[CH:37]=[CH:36][CH:35]=[CH:34][CH:33]=3)[N:21]=2)=[O:19])[CH2:14][CH2:15][O:16][CH2:53][C:52]([O:51][CH2:49][CH3:50])=[O:55])[CH2:10][CH2:11]1)=[O:5])[CH3:2], predict the reactants needed to synthesize it. The reactants are: [CH2:1]([O:3][C:4]([N:6]1[CH2:11][CH2:10][N:9]([C:12](=[O:38])[C@@H:13]([NH:17][C:18]([C:20]2[CH:25]=[C:24]([O:26][CH:27]3[CH2:31][CH2:30][CH2:29][CH2:28]3)[N:23]=[C:22]([C:32]3[CH:37]=[CH:36][CH:35]=[CH:34][CH:33]=3)[N:21]=2)=[O:19])[CH2:14][CH2:15][OH:16])[CH2:8][CH2:7]1)=[O:5])[CH3:2].C[Si]([N-][Si](C)(C)C)(C)C.[K+].[CH2:49]([O:51][C:52](=[O:55])[CH2:53]Br)[CH3:50]. (2) Given the product [CH3:1][N:2]([CH3:48])[C:3]1[CH:4]=[C:5]2[C:10](=[CH:11][CH:12]=1)[C:9](=[O:13])[N:8]([C:14]1[CH:24]=[CH:23][CH:22]=[C:21]([C:25]3[CH:30]=[C:29]([NH:31][C:32]4[CH:37]=[CH:36][C:35]([C:38]([N:40]5[CH2:45][CH2:44][O:43][CH2:42][CH2:41]5)=[O:39])=[CH:34][N:33]=4)[C:28](=[O:46])[N:27]([CH3:47])[CH:26]=3)[C:15]=1[CH2:16][OH:17])[CH:7]=[CH:6]2, predict the reactants needed to synthesize it. The reactants are: [CH3:1][N:2]([CH3:48])[C:3]1[CH:4]=[C:5]2[C:10](=[CH:11][CH:12]=1)[C:9](=[O:13])[N:8]([C:14]1[CH:24]=[CH:23][CH:22]=[C:21]([C:25]3[CH:30]=[C:29]([NH:31][C:32]4[CH:37]=[CH:36][C:35]([C:38]([N:40]5[CH2:45][CH2:44][O:43][CH2:42][CH2:41]5)=[O:39])=[CH:34][N:33]=4)[C:28](=[O:46])[N:27]([CH3:47])[CH:26]=3)[C:15]=1[CH2:16][O:17]C(=O)C)[CH:7]=[CH:6]2.O.[OH-].[Li+]. (3) The reactants are: [N:1](=[C:3]([C:9]1[CH:14]=[CH:13][CH:12]=[CH:11][CH:10]=1)[CH2:4][CH2:5][C:6]([OH:8])=O)[OH:2].Cl.Cl.[CH:17]([N:20]1[CH2:25][CH2:24][NH:23][CH2:22][CH2:21]1)([CH3:19])[CH3:18]. Given the product [CH:17]([N:20]1[CH2:25][CH2:24][N:23]([C:6](=[O:8])[CH2:5][CH2:4][C:3]([C:9]2[CH:14]=[CH:13][CH:12]=[CH:11][CH:10]=2)=[N:1][OH:2])[CH2:22][CH2:21]1)([CH3:19])[CH3:18], predict the reactants needed to synthesize it.